From a dataset of CYP2C9 inhibition data for predicting drug metabolism from PubChem BioAssay. Regression/Classification. Given a drug SMILES string, predict its absorption, distribution, metabolism, or excretion properties. Task type varies by dataset: regression for continuous measurements (e.g., permeability, clearance, half-life) or binary classification for categorical outcomes (e.g., BBB penetration, CYP inhibition). Dataset: cyp2c9_veith. The drug is Cc1ccc(-n2nc3c(c2NC(=O)c2cccs2)CSC3)cc1. The result is 1 (inhibitor).